Dataset: Forward reaction prediction with 1.9M reactions from USPTO patents (1976-2016). Task: Predict the product of the given reaction. (1) Given the reactants [Br:1][C:2]1[N:7]=[CH:6][C:5]([OH:8])=[CH:4][CH:3]=1.I[CH:10]([CH3:12])[CH3:11].C(=O)([O-])[O-].[K+].[K+], predict the reaction product. The product is: [Br:1][C:2]1[CH:3]=[CH:4][C:5]([O:8][CH:10]([CH3:12])[CH3:11])=[CH:6][N:7]=1. (2) Given the reactants [O:1]([CH2:8][C:9]1[CH:14]=[CH:13][C:12]([CH2:15][CH2:16][C:17]([C:19]2[O:20][C:21]([C:24]3[N:29]=[C:28]([C:30]([O:32]C)=[O:31])[CH:27]=[CH:26][CH:25]=3)=[CH:22][N:23]=2)=[O:18])=[CH:11][CH:10]=1)[C:2]1[CH:7]=[CH:6][CH:5]=[CH:4][CH:3]=1.[Li+].[OH-].Cl, predict the reaction product. The product is: [O:1]([CH2:8][C:9]1[CH:10]=[CH:11][C:12]([CH2:15][CH2:16][C:17]([C:19]2[O:20][C:21]([C:24]3[N:29]=[C:28]([C:30]([OH:32])=[O:31])[CH:27]=[CH:26][CH:25]=3)=[CH:22][N:23]=2)=[O:18])=[CH:13][CH:14]=1)[C:2]1[CH:7]=[CH:6][CH:5]=[CH:4][CH:3]=1. (3) Given the reactants [OH:1][C@H:2]([CH2:35][OH:36])[CH2:3][NH:4][C:5]([C:7]1[NH:8][C:9]([C:12]2[CH:17]=[C:16]([O:18][C:19]3[CH:24]=[N:23][C:22]([S:25]([CH3:28])(=[O:27])=[O:26])=[CH:21][N:20]=3)[CH:15]=[C:14]([O:29][C@@H:30]([CH3:34])[CH2:31][O:32][CH3:33])[CH:13]=2)=[CH:10][CH:11]=1)=[O:6].C(N(CC)CC)C.[CH:44]([Si:47](Cl)([CH:51]([CH3:53])[CH3:52])[CH:48]([CH3:50])[CH3:49])([CH3:46])[CH3:45], predict the reaction product. The product is: [OH:1][C@H:2]([CH2:35][O:36][Si:47]([CH:51]([CH3:53])[CH3:52])([CH:48]([CH3:50])[CH3:49])[CH:44]([CH3:46])[CH3:45])[CH2:3][NH:4][C:5]([C:7]1[NH:8][C:9]([C:12]2[CH:17]=[C:16]([O:18][C:19]3[CH:24]=[N:23][C:22]([S:25]([CH3:28])(=[O:27])=[O:26])=[CH:21][N:20]=3)[CH:15]=[C:14]([O:29][C@@H:30]([CH3:34])[CH2:31][O:32][CH3:33])[CH:13]=2)=[CH:10][CH:11]=1)=[O:6]. (4) Given the reactants [N:1]1([C:4]([C:6]2[CH:11]=[CH:10][C:9]([N+:12]([O-])=O)=[C:8]([O:15][CH3:16])[CH:7]=2)=[O:5])[CH2:3][CH2:2]1.OCC1(OC[C@@H](O)[C@@H](O)[C@H]1O)O, predict the reaction product. The product is: [NH2:12][C:9]1[CH:10]=[CH:11][C:6]([C:4]([N:1]2[CH2:3][CH2:2]2)=[O:5])=[CH:7][C:8]=1[O:15][CH3:16]. (5) Given the reactants [OH:1][C:2]1[CH:3]=[C:4]2[C:9](=[CH:10][C:11]=1[O:12][CH3:13])[C:8]([CH2:14][C:15]1[CH:20]=[CH:19][CH:18]=[C:17]([O:21][CH2:22][CH3:23])[CH:16]=1)=[N:7][CH:6]=[C:5]2[CH:24]=[O:25].C(=O)([O-])[O-].[K+].[K+].Br[CH2:33][CH2:34][O:35][CH2:36][CH3:37], predict the reaction product. The product is: [CH2:22]([O:21][C:17]1[CH:16]=[C:15]([CH:20]=[CH:19][CH:18]=1)[CH2:14][C:8]1[C:9]2[C:4](=[CH:3][C:2]([O:1][CH2:33][CH2:34][O:35][CH2:36][CH3:37])=[C:11]([O:12][CH3:13])[CH:10]=2)[C:5]([CH:24]=[O:25])=[CH:6][N:7]=1)[CH3:23]. (6) Given the reactants [C:1]([C:5]1[CH:10]=[CH:9][C:8]([NH:11][C:12](=[O:22])[NH:13][C@@H:14]([CH2:20][CH3:21])[CH2:15][C:16](OC)=[O:17])=[CH:7][CH:6]=1)([CH3:4])([CH3:3])[CH3:2].[Li+].[BH4-].O, predict the reaction product. The product is: [C:1]([C:5]1[CH:10]=[CH:9][C:8]([NH:11][C:12]([NH:13][C@@H:14]([CH2:20][CH3:21])[CH2:15][CH2:16][OH:17])=[O:22])=[CH:7][CH:6]=1)([CH3:4])([CH3:3])[CH3:2]. (7) Given the reactants [CH3:1][C:2]1[CH:7]=[CH:6][C:5]([S:8]([O:11][CH2:12][CH:13]2[CH2:17][C:16]3[C:18](Br)=[CH:19][CH:20]=[CH:21][C:15]=3[O:14]2)(=[O:10])=[O:9])=[CH:4][CH:3]=1.[F:23][C:24]([F:35])([F:34])[C:25]1[CH:30]=[CH:29][CH:28]=[CH:27][C:26]=1B(O)O.C(=O)([O-])[O-].[K+].[K+], predict the reaction product. The product is: [CH3:1][C:2]1[CH:7]=[CH:6][C:5]([S:8]([O:11][CH2:12][CH:13]2[CH2:17][C:16]3[C:18]([C:26]4[CH:27]=[CH:28][CH:29]=[CH:30][C:25]=4[C:24]([F:35])([F:34])[F:23])=[CH:19][CH:20]=[CH:21][C:15]=3[O:14]2)(=[O:10])=[O:9])=[CH:4][CH:3]=1.